Dataset: Full USPTO retrosynthesis dataset with 1.9M reactions from patents (1976-2016). Task: Predict the reactants needed to synthesize the given product. (1) Given the product [CH2:1]([N:8]1[CH2:13][C:12]([CH3:14])([CH3:15])[O:11][C:10](=[O:16])[CH:9]1[CH2:17][C:18]([NH:61][C:60]1[CH:62]=[CH:63][C:57]([CH:54]([CH3:56])[CH3:55])=[CH:58][CH:59]=1)=[O:20])[C:2]1[CH:3]=[CH:4][CH:5]=[CH:6][CH:7]=1, predict the reactants needed to synthesize it. The reactants are: [CH2:1]([N:8]1[CH2:13][C:12]([CH3:15])([CH3:14])[O:11][C:10](=[O:16])[CH:9]1[CH2:17][C:18]([OH:20])=O)[C:2]1[CH:7]=[CH:6][CH:5]=[CH:4][CH:3]=1.C(N(C(C)C)CC)(C)C.CN(C(ON1N=NC2C=CC=NC1=2)=[N+](C)C)C.F[P-](F)(F)(F)(F)F.[CH:54]([C:57]1[CH:63]=[CH:62][C:60]([NH2:61])=[CH:59][CH:58]=1)([CH3:56])[CH3:55]. (2) Given the product [NH2:8][C:7]1[CH:6]=[C:5]([OH:11])[CH:4]=[C:3]([CH3:12])[C:2]=1[NH2:1], predict the reactants needed to synthesize it. The reactants are: [NH2:1][C:2]1[C:7]([N+:8]([O-])=O)=[CH:6][C:5]([OH:11])=[CH:4][C:3]=1[CH3:12].[H][H]. (3) Given the product [CH2:1]([S:3]([N:6]1[CH2:11][CH2:10][CH:9]([C:12]2[C:20]3[C:15](=[C:16]([C:30]([NH2:32])=[O:31])[CH:17]=[C:18]([C:34]4[CH:35]=[C:36]([CH:37]=[O:38])[CH:39]=[CH:40][C:41]=4[F:42])[CH:19]=3)[NH:14][CH:13]=2)[CH2:8][CH2:7]1)(=[O:5])=[O:4])[CH3:2], predict the reactants needed to synthesize it. The reactants are: [CH2:1]([S:3]([N:6]1[CH2:11][CH2:10][CH:9]([C:12]2[C:20]3[C:15](=[C:16]([C:30]([NH2:32])=[O:31])[CH:17]=[C:18](B4OC(C)(C)C(C)(C)O4)[CH:19]=3)[NH:14][CH:13]=2)[CH2:8][CH2:7]1)(=[O:5])=[O:4])[CH3:2].Br[C:34]1[CH:35]=[C:36]([CH:39]=[CH:40][C:41]=1[F:42])[CH:37]=[O:38].C([O-])([O-])=O.[K+].[K+].